This data is from Forward reaction prediction with 1.9M reactions from USPTO patents (1976-2016). The task is: Predict the product of the given reaction. (1) Given the reactants [O:1]1[C:10]2[C:5](=[CH:6][CH:7]=[CH:8][CH:9]=2)[CH2:4][CH:3]([NH:11][C:12]([C:14]2[CH:36]=[CH:35][C:17]([O:18][C:19]3[CH:28]=[C:27]4[C:22]([CH:23]([C:29]([O:31]C)=[O:30])[CH2:24][CH2:25][O:26]4)=[CH:21][C:20]=3[C:33]#[N:34])=[CH:16][CH:15]=2)=[O:13])[CH2:2]1.O[Li].O.O1CCOCC1.Cl, predict the reaction product. The product is: [O:1]1[C:10]2[C:5](=[CH:6][CH:7]=[CH:8][CH:9]=2)[CH2:4][CH:3]([NH:11][C:12]([C:14]2[CH:15]=[CH:16][C:17]([O:18][C:19]3[CH:28]=[C:27]4[C:22]([CH:23]([C:29]([OH:31])=[O:30])[CH2:24][CH2:25][O:26]4)=[CH:21][C:20]=3[C:33]#[N:34])=[CH:35][CH:36]=2)=[O:13])[CH2:2]1. (2) Given the reactants [CH3:1][C:2]1[CH:3]=[C:4]([OH:11])[CH:5]=[CH:6][C:7]=1[N+:8]([O-:10])=[O:9].Br[CH2:13][CH2:14][CH2:15][CH2:16][CH2:17][CH2:18][CH2:19][CH2:20][CH2:21][CH3:22].C(=O)([O-])[O-].[K+].[K+].O, predict the reaction product. The product is: [CH3:1][C:2]1[CH:3]=[C:4]([O:11][CH2:13][CH2:14][CH2:15][CH2:16][CH2:17][CH2:18][CH2:19][CH2:20][CH2:21][CH3:22])[CH:5]=[CH:6][C:7]=1[N+:8]([O-:10])=[O:9]. (3) Given the reactants [C:1]([C:4]1[CH:5]=[CH:6][C:7]([O:13][CH3:14])=[C:8]([B:10]([OH:12])[OH:11])[CH:9]=1)([OH:3])=O.[NH:15]1[CH2:20][CH2:19][O:18][CH2:17][CH2:16]1, predict the reaction product. The product is: [N:15]1([C:1]([C:4]2[CH:5]=[CH:6][C:7]([O:13][CH3:14])=[C:8]([B:10]([OH:12])[OH:11])[CH:9]=2)=[O:3])[CH2:20][CH2:19][O:18][CH2:17][CH2:16]1. (4) Given the reactants [C:1]([C:4]([CH3:35])([O:6][C:7]1[CH:12]=[CH:11][C:10]([CH2:13][CH2:14][CH2:15][C:16]([NH:18][N:19]([CH2:26][C:27]2[CH:32]=[CH:31][C:30]([Cl:33])=[C:29]([Cl:34])[CH:28]=2)[C:20]([NH:22]CCC)=[O:21])=O)=[CH:9][CH:8]=1)[CH3:5])([OH:3])=[O:2].C12(CS(O)(=O)=O)C(C)(C)C(CC1)CC2=O, predict the reaction product. The product is: [Cl:34][C:29]1[CH:28]=[C:27]([CH:32]=[CH:31][C:30]=1[Cl:33])[CH2:26][N:19]1[C:20](=[O:21])[NH:22][C:16]([CH2:15][CH2:14][CH2:13][C:10]2[CH:11]=[CH:12][C:7]([O:6][C:4]([CH3:35])([CH3:5])[C:1]([OH:3])=[O:2])=[CH:8][CH:9]=2)=[N:18]1. (5) Given the reactants [C:1]([N:3]1[C:11]2[C:6](=[CH:7][CH:8]=[CH:9][CH:10]=2)[C:5]([CH:12]([CH3:14])[CH3:13])=[N:4]1)#[CH:2].Cl[C:16](=[N:30][OH:31])[CH:17]1[CH2:22][CH2:21][N:20]([C:23]([O:25][C:26]([CH3:29])([CH3:28])[CH3:27])=[O:24])[CH2:19][CH2:18]1.C(=O)(O)[O-].[Na+].O, predict the reaction product. The product is: [CH3:13][CH:12]([C:5]1[C:6]2[C:11](=[CH:10][CH:9]=[CH:8][CH:7]=2)[N:3]([C:1]2[O:31][N:30]=[C:16]([CH:17]3[CH2:22][CH2:21][N:20]([C:23]([O:25][C:26]([CH3:29])([CH3:28])[CH3:27])=[O:24])[CH2:19][CH2:18]3)[CH:2]=2)[N:4]=1)[CH3:14].